From a dataset of Catalyst prediction with 721,799 reactions and 888 catalyst types from USPTO. Predict which catalyst facilitates the given reaction. (1) Reactant: [NH:1]1[C:9]2[C:4](=[CH:5][C:6]([C:10]3[C:18]4[C:13](=[N:14][CH:15]=[C:16]([C:19]5[CH:26]=[CH:25][C:22]([CH:23]=O)=[CH:21][CH:20]=5)[CH:17]=4)[N:12]([S:27]([C:30]4[CH:36]=[CH:35][C:33]([CH3:34])=[CH:32][CH:31]=4)(=[O:29])=[O:28])[CH:11]=3)=[CH:7][CH:8]=2)[CH:3]=[CH:2]1.[CH3:37][CH:38]1[CH2:43][NH:42][CH2:41][CH2:40][N:39]1[C:44]([O:46][C:47]([CH3:50])([CH3:49])[CH3:48])=[O:45].C(O[BH-](OC(=O)C)OC(=O)C)(=O)C.[Na+]. Product: [NH:1]1[C:9]2[C:4](=[CH:5][C:6]([C:10]3[C:18]4[C:13](=[N:14][CH:15]=[C:16]([C:19]5[CH:20]=[CH:21][C:22]([CH2:23][N:42]6[CH2:41][CH2:40][N:39]([C:44]([O:46][C:47]([CH3:49])([CH3:48])[CH3:50])=[O:45])[CH:38]([CH3:37])[CH2:43]6)=[CH:25][CH:26]=5)[CH:17]=4)[N:12]([S:27]([C:30]4[CH:31]=[CH:32][C:33]([CH3:34])=[CH:35][CH:36]=4)(=[O:29])=[O:28])[CH:11]=3)=[CH:7][CH:8]=2)[CH:3]=[CH:2]1. The catalyst class is: 4. (2) Reactant: C(OC([N:8]1[CH2:13][CH2:12][N:11]([C:14]2[CH:19]=[N:18][C:17]([Br:20])=[C:16]([O:21][CH2:22][C:23]3[CH:28]=[CH:27][CH:26]=[C:25]([Cl:29])[CH:24]=3)[N:15]=2)[CH2:10][CH2:9]1)=O)(C)(C)C.[CH3:30][S:31]([OH:34])(=[O:33])=[O:32].CCOCC. Product: [CH3:30][S:31]([OH:34])(=[O:33])=[O:32].[Br:20][C:17]1[N:18]=[CH:19][C:14]([N:11]2[CH2:12][CH2:13][NH:8][CH2:9][CH2:10]2)=[N:15][C:16]=1[O:21][CH2:22][C:23]1[CH:28]=[CH:27][CH:26]=[C:25]([Cl:29])[CH:24]=1. The catalyst class is: 12.